From a dataset of Catalyst prediction with 721,799 reactions and 888 catalyst types from USPTO. Predict which catalyst facilitates the given reaction. (1) Reactant: [H-].[Na+].[F:3][C:4]1[CH:10]=[CH:9][CH:8]=[C:7]([F:11])[C:5]=1[NH2:6].C1COCC1.Br[C:18]1[C:19]2[N:20]([CH:25]=[CH:26][N:27]=2)[N:21]=[C:22]([Cl:24])[CH:23]=1. Product: [Cl:24][C:22]1[CH:23]=[C:18]([NH:6][C:5]2[C:4]([F:3])=[CH:10][CH:9]=[CH:8][C:7]=2[F:11])[C:19]2[N:20]([CH:25]=[CH:26][N:27]=2)[N:21]=1. The catalyst class is: 3. (2) Reactant: C([O:3][C:4](=[O:13])[C:5]([CH3:12])([CH3:11])[CH2:6][CH2:7][CH2:8][CH:9]=[CH2:10])C.[OH-].[Na+].Cl. Product: [CH3:11][C:5]([CH3:12])([CH2:6][CH2:7][CH2:8][CH:9]=[CH2:10])[C:4]([OH:13])=[O:3]. The catalyst class is: 5. (3) Reactant: [F:1][C:2]1[CH:10]=[C:9]([CH3:11])[CH:8]=[CH:7][C:3]=1[C:4]([OH:6])=[O:5].[Br:12]Br.S([O-])([O-])(=O)=S.[Na+].[Na+]. Product: [Br:12][C:8]1[C:9]([CH3:11])=[CH:10][C:2]([F:1])=[C:3]([CH:7]=1)[C:4]([OH:6])=[O:5]. The catalyst class is: 292. (4) Reactant: [CH3:1][O:2][C:3]1[CH:8]=[CH:7][C:6]([O:9][CH3:10])=[CH:5][C:4]=1[S:11](Cl)(=[O:13])=[O:12].[Cl:15][C:16]1[CH:28]=[N:27][C:19]2[NH:20][C:21]3[CH2:26][CH2:25][NH:24][CH2:23][C:22]=3[C:18]=2[CH:17]=1.O. Product: [Cl:15][C:16]1[CH:28]=[N:27][C:19]2[NH:20][C:21]3[CH2:26][CH2:25][N:24]([S:11]([C:4]4[CH:5]=[C:6]([O:9][CH3:10])[CH:7]=[CH:8][C:3]=4[O:2][CH3:1])(=[O:13])=[O:12])[CH2:23][C:22]=3[C:18]=2[CH:17]=1. The catalyst class is: 17. (5) Reactant: [F:1][C:2]1[CH:7]=[CH:6][C:5]([C:8]([C:10]2[CH:11]=[N:12][C:13]([O:16][CH3:17])=[CH:14][CH:15]=2)=O)=[CH:4][CH:3]=1.Cl.[NH2:19][OH:20].CCN(C(C)C)C(C)C. Product: [F:1][C:2]1[CH:7]=[CH:6][C:5](/[C:8](/[C:10]2[CH:11]=[N:12][C:13]([O:16][CH3:17])=[CH:14][CH:15]=2)=[N:19]\[OH:20])=[CH:4][CH:3]=1. The catalyst class is: 14. (6) Reactant: [CH3:1][C:2]1[N:10]([C:11]([C:13]2[CH:14]=[CH:15][C:16]([Cl:19])=[CH:17][CH:18]=2)=[O:12])[C:9]2[CH:8]=[CH:7][C:6]([O:20][CH3:21])=[CH:5][C:4]=2[C:3]=1[CH2:22][C:23](O)=[O:24].[C:26]([O:30][C:31](=[O:36])[NH:32][CH2:33][CH2:34][NH2:35])([CH3:29])([CH3:28])[CH3:27].Cl.C(N=C=NCCCN(C)C)C.ON1C2C=CC=CC=2N=N1.C(N(CC)C(C)C)(C)C. Product: [Cl:19][C:16]1[CH:15]=[CH:14][C:13]([C:11]([N:10]2[C:9]3[C:4](=[CH:5][C:6]([O:20][CH3:21])=[CH:7][CH:8]=3)[C:3]([CH2:22][C:23]([NH:35][CH2:34][CH2:33][NH:32][C:31](=[O:36])[O:30][C:26]([CH3:29])([CH3:27])[CH3:28])=[O:24])=[C:2]2[CH3:1])=[O:12])=[CH:18][CH:17]=1. The catalyst class is: 9. (7) Reactant: [CH3:1][O:2][C:3]1[CH:4]=[CH:5][C:6]2[CH:10]=[CH:9][S:8][C:7]=2[CH:11]=1.[Li]CCCC.[C:17]([O:21][C:22]([N:24]1[CH2:29][CH2:28][C:27](=[O:30])[CH2:26][CH2:25]1)=[O:23])([CH3:20])([CH3:19])[CH3:18]. Product: [C:17]([O:21][C:22]([N:24]1[CH2:29][CH2:28][C:27]([C:9]2[S:8][C:7]3[CH:11]=[C:3]([O:2][CH3:1])[CH:4]=[CH:5][C:6]=3[CH:10]=2)([OH:30])[CH2:26][CH2:25]1)=[O:23])([CH3:20])([CH3:18])[CH3:19]. The catalyst class is: 1. (8) Reactant: [CH2:1]([N:8]1[CH2:13][CH2:12][C:11](=[O:14])[CH2:10][CH2:9]1)[C:2]1[CH:7]=[CH:6][CH:5]=[CH:4][CH:3]=1.[CH3:15][Li]. Product: [CH2:1]([N:8]1[CH2:13][CH2:12][C:11]([CH3:15])([OH:14])[CH2:10][CH2:9]1)[C:2]1[CH:3]=[CH:4][CH:5]=[CH:6][CH:7]=1. The catalyst class is: 27. (9) Reactant: [F:1][C:2]1[CH:10]=[C:9]2[C:5]([C:6]([C:20]3[CH:28]=[C:27]4[C:23]([CH:24]=[N:25][NH:26]4)=[CH:22][CH:21]=3)=[CH:7][N:8]2S(C2C=CC=CC=2)(=O)=O)=[CH:4][CH:3]=1.Br[CH2:30][C:31]([NH2:33])=[O:32].C([O-])([O-])=O.[K+].[K+]. Product: [F:1][C:2]1[CH:10]=[C:9]2[C:5]([C:6]([C:20]3[CH:21]=[CH:22][C:23]4[C:27]([CH:28]=3)=[N:26][N:25]([CH2:30][C:31]([NH2:33])=[O:32])[CH:24]=4)=[CH:7][NH:8]2)=[CH:4][CH:3]=1. The catalyst class is: 31.